Dataset: Catalyst prediction with 721,799 reactions and 888 catalyst types from USPTO. Task: Predict which catalyst facilitates the given reaction. (1) Reactant: [CH:1]1[C:13]2[CH:12]([CH2:14][O:15][C:16](=[O:42])[NH:17][C:18]3[CH:23]=[CH:22][C:21]([S:24][C:25]4[CH:30]=[CH:29][C:28]([C:31](=[O:40])[NH:32][C:33]5[CH:38]=[CH:37][C:36]([Br:39])=[CH:35][N:34]=5)=[CH:27][C:26]=4[NH2:41])=[CH:20][CH:19]=3)[C:11]3[C:6](=[CH:7][CH:8]=[CH:9][CH:10]=3)[C:5]=2[CH:4]=[CH:3][CH:2]=1.C([C:45]1[C:46]([N:54]=[CH:55][N:56]([CH3:58])C)=[N:47][C:48]([CH:51]([CH3:53])[CH3:52])=[CH:49][CH:50]=1)#N. Product: [CH:1]1[C:13]2[CH:12]([CH2:14][O:15][C:16](=[O:42])[NH:17][C:18]3[CH:19]=[CH:20][C:21]([S:24][C:25]4[CH:30]=[CH:29][C:28]([C:31](=[O:40])[NH:32][C:33]5[CH:38]=[CH:37][C:36]([Br:39])=[CH:35][N:34]=5)=[CH:27][C:26]=4[NH:41][C:58]4[C:45]5[CH:50]=[CH:49][C:48]([CH:51]([CH3:52])[CH3:53])=[N:47][C:46]=5[N:54]=[CH:55][N:56]=4)=[CH:22][CH:23]=3)[C:11]3[C:6](=[CH:7][CH:8]=[CH:9][CH:10]=3)[C:5]=2[CH:4]=[CH:3][CH:2]=1. The catalyst class is: 15. (2) Reactant: C(OC([N:6]1[CH2:21][CH2:20][C:10]2[C:11]3[CH:12]([O:18][CH3:19])[CH2:13][CH2:14][C:15]=3[CH:16]=[CH:17][C:9]=2[CH2:8][CH2:7]1)=O)C.[OH-].[K+].O.Cl. Product: [CH3:19][O:18][CH:12]1[C:11]2[C:10]3[CH2:20][CH2:21][NH:6][CH2:7][CH2:8][C:9]=3[CH:17]=[CH:16][C:15]=2[CH2:14][CH2:13]1. The catalyst class is: 8. (3) Reactant: [CH3:1][C:2]1[C:11]2[C:6](=[CH:7][CH:8]=[CH:9][CH:10]=2)[N+:5]([O-])=[C:4]2[CH2:13][CH2:14][CH2:15][CH2:16][CH2:17][C:3]=12.FC(F)(F)C(OC(=O)C(F)(F)F)=[O:21]. Product: [CH3:1][C:2]1[C:11]2[C:6](=[CH:7][CH:8]=[CH:9][CH:10]=2)[N:5]=[C:4]2[CH:13]([OH:21])[CH2:14][CH2:15][CH2:16][CH2:17][C:3]=12. The catalyst class is: 4. (4) Product: [F:1][C:2]1[CH:7]=[CH:6][CH:5]=[CH:4][C:3]=1[N:8]1[CH2:9][CH2:10][N:11]([C:14]2[NH:27][C:22](=[O:24])[C:17]3[N:16]([C:20]([CH3:21])=[CH:19][CH:18]=3)[CH:15]=2)[CH2:12][CH2:13]1. The catalyst class is: 7. Reactant: [F:1][C:2]1[CH:7]=[CH:6][CH:5]=[CH:4][C:3]=1[N:8]1[CH2:13][CH2:12][N:11]([C:14](=[NH:27])[CH2:15][N:16]2[C:20]([CH3:21])=[CH:19][CH:18]=[C:17]2[C:22]([O:24]CC)=O)[CH2:10][CH2:9]1.C(N(CC)C(C)C)(C)C. (5) The catalyst class is: 18. Product: [CH2:1]([O:3][C:4](=[O:20])[CH2:5][CH:6]([N:10]1[C:14]2[CH:15]=[CH:16][CH:17]=[CH:18][C:13]=2[N:12]([CH2:32][C:24]2[CH:23]=[C:22]([CH3:21])[N:30]3[C:25]=2[C:26]([CH3:31])=[CH:27][CH:28]=[CH:29]3)[C:11]1=[O:19])[CH2:7][CH2:8][CH3:9])[CH3:2]. Reactant: [CH2:1]([O:3][C:4](=[O:20])[CH2:5][CH:6]([N:10]1[C:14]2[CH:15]=[CH:16][CH:17]=[CH:18][C:13]=2[NH:12][C:11]1=[O:19])[CH2:7][CH2:8][CH3:9])[CH3:2].[CH3:21][C:22]1[N:30]2[C:25]([C:26]([CH3:31])=[CH:27][CH:28]=[CH:29]2)=[C:24]([CH2:32][N+](C)(C)C)[CH:23]=1.[I-].C([O-])([O-])=O.[K+].[K+]. (6) Reactant: [NH2:1][C:2]1[C:6]([CH3:7])=[CH:5][S:4][C:3]=1C(OC)=O.[OH-].[Na+].C(O)(=O)C.C(O[CH:21]=[C:22]([C:28]([O:30][CH2:31][CH3:32])=[O:29])[C:23]([O:25][CH2:26][CH3:27])=[O:24])C. Product: [CH3:7][C:6]1[C:2]([NH:1][CH:21]=[C:22]([C:23]([O:25][CH2:26][CH3:27])=[O:24])[C:28]([O:30][CH2:31][CH3:32])=[O:29])=[CH:3][S:4][CH:5]=1. The catalyst class is: 40. (7) Reactant: [CH3:1][C:2]1[CH:3]=[C:4]([CH:7]=[CH:8][C:9]=1[CH3:10])[CH2:5][NH2:6].[CH:11]1([NH:14][C:15]([C:17]2[CH:18]=[C:19]([F:41])[C:20]([CH3:40])=[C:21]([C:23]3[CH:28]=[CH:27][C:26]([C:29]([OH:31])=O)=[CH:25][C:24]=3[C:32]([NH:34][C:35]3[S:36][CH:37]=[CH:38][N:39]=3)=[O:33])[CH:22]=2)=[O:16])[CH2:13][CH2:12]1.Cl.CN(C)CCCN=C=NCC.CCOC(C)=O. Product: [CH:11]1([NH:14][C:15]([C:17]2[CH:22]=[C:21]([C:23]3[C:24]([C:32]([NH:34][C:35]4[S:36][CH:37]=[CH:38][N:39]=4)=[O:33])=[CH:25][C:26]([C:29]([NH:6][CH2:5][C:4]4[CH:7]=[CH:8][C:9]([CH3:10])=[C:2]([CH3:1])[CH:3]=4)=[O:31])=[CH:27][CH:28]=3)[C:20]([CH3:40])=[C:19]([F:41])[CH:18]=2)=[O:16])[CH2:13][CH2:12]1. The catalyst class is: 119. (8) Reactant: [F:1][C:2]1[CH:3]=[N:4][CH:5]=[C:6](B2OC(C)(C)C(C)(C)O2)[CH:7]=1.Br[C:18]1[CH:23]=[C:22]([C:24]2[N:29]=[CH:28][CH:27]=[CH:26][N:25]=2)[C:21]([NH2:30])=[C:20]([N+:31]([O-:33])=[O:32])[CH:19]=1. Product: [F:1][C:2]1[CH:7]=[C:6]([C:18]2[CH:23]=[C:22]([C:24]3[N:29]=[CH:28][CH:27]=[CH:26][N:25]=3)[C:21]([NH2:30])=[C:20]([N+:31]([O-:33])=[O:32])[CH:19]=2)[CH:5]=[N:4][CH:3]=1. The catalyst class is: 6. (9) Reactant: [Cl:1][C:2]1[N:7]=[C:6](SC)[N:5]=[C:4]([N:10]2[C@H:15]([C:16]([F:19])([F:18])[F:17])[CH2:14][CH2:13][C@H:12]([C:20]([OH:22])=[O:21])[CH2:11]2)[CH:3]=1.O[O:24][S:25]([O-:27])=O.[K+].Cl.[CH3:30]O. Product: [Cl:1][C:2]1[N:7]=[C:6]([S:25]([CH3:30])(=[O:27])=[O:24])[N:5]=[C:4]([N:10]2[C@H:15]([C:16]([F:18])([F:19])[F:17])[CH2:14][CH2:13][C@H:12]([C:20]([OH:22])=[O:21])[CH2:11]2)[CH:3]=1. The catalyst class is: 6. (10) Reactant: [C:1]([O:5][C:6](=[O:24])[NH:7][C:8]1[CH:13]=[C:12]([N:14]([CH3:16])[CH3:15])[C:11]([C:17]([F:20])([F:19])[F:18])=[CH:10][C:9]=1[N+:21]([O-])=O)([CH3:4])([CH3:3])[CH3:2]. Product: [C:1]([O:5][C:6](=[O:24])[NH:7][C:8]1[CH:13]=[C:12]([N:14]([CH3:16])[CH3:15])[C:11]([C:17]([F:20])([F:19])[F:18])=[CH:10][C:9]=1[NH2:21])([CH3:4])([CH3:2])[CH3:3]. The catalyst class is: 45.